This data is from Experimentally validated miRNA-target interactions with 360,000+ pairs, plus equal number of negative samples. The task is: Binary Classification. Given a miRNA mature sequence and a target amino acid sequence, predict their likelihood of interaction. The miRNA is mmu-miR-124-3p with sequence UAAGGCACGCGGUGAAUGCC. The protein sequence of the target gene is MGWFTGIACLFWGVLLTARANYANGKNNVPRLKLSYKEMLESNNVITFNGLANSSSYHTFLLDEERSRLYVGAKDHIFSFNLVNIKDFQKIVWPVSYTRRDECKWAGKDILKECANFIKVLEAYNQTHLYACGTGAFHPICTYIEVGHHPEDNIFKLQDSHFENGRGKSPYDPKLLTASLLIDGELYSGTAADFMGRDFAIFRTLGHHHPIRTEQHDSRWLNDPRFISAHLIPESDNPEDDKVYFFFRENAIDGEHSGKATHARIGQICKNDFGGHRSLVNKWTTFLKARLICSVPGPNG.... Result: 1 (interaction).